Dataset: Blood-brain barrier permeability classification from the B3DB database. Task: Regression/Classification. Given a drug SMILES string, predict its absorption, distribution, metabolism, or excretion properties. Task type varies by dataset: regression for continuous measurements (e.g., permeability, clearance, half-life) or binary classification for categorical outcomes (e.g., BBB penetration, CYP inhibition). Dataset: b3db_classification. (1) The drug is CN(C)CCC=C1c2ccccc2CNc2cc(Cl)ccc21. The result is 1 (penetrates BBB). (2) The molecule is CN1CN(c2ccccc2)C2(CCN(CCCC(=O)c3ccc(I)s3)CC2)C1=O. The result is 1 (penetrates BBB). (3) The molecule is CCC(=O)c1ccc2c(c1)N(C[C@H](C)N(C)C)c1ccccc1S2. The result is 1 (penetrates BBB). (4) The drug is CCC1CCCC(OC2CCC(N(C)C)C(C)O2)C(C)C(=O)C2=CC3C(C=C(C)C4CC(OC5OC(C)C(OC)C(OC)C5OC)CC43)C2CC(=O)O1. The result is 0 (does not penetrate BBB). (5) The molecule is C[C@]12C[C@H](O)[C@H]3[C@@H](C[C@H](F)C4=CC(=O)C=C[C@@]43C)[C@@H]1CC[C@]2(O)C(=O)CO. The result is 1 (penetrates BBB). (6) The compound is CCc1cc2cc(C(=O)C3CCC(OC)CC3)ccc2nc1C. The result is 1 (penetrates BBB). (7) The compound is CC(C)(C)NC[C@H](O)COc1cccc2c1CCC(=O)N2. The result is 1 (penetrates BBB).